This data is from Tox21: 12 toxicity assays (nuclear receptors and stress response pathways). The task is: Binary classification across 12 toxicity assays. The drug is CN(C)c1ccc(Cc2ccc(N(C)C)cc2)cc1. It tested positive (active) for: NR-AhR (Aryl hydrocarbon Receptor agonist activity).